Dataset: M1 muscarinic receptor agonist screen with 61,833 compounds. Task: Binary Classification. Given a drug SMILES string, predict its activity (active/inactive) in a high-throughput screening assay against a specified biological target. (1) The drug is O=C(N1CCN(CC1)C(c1ccccc1)c1ccccc1)C=1OCCOC1. The result is 0 (inactive). (2) The compound is O=C(NCCc1n(CCCC)c2c(n1)cccc2)CC. The result is 0 (inactive). (3) The drug is S(=O)(=O)(NCC1OCCC1)c1cc2c(cc1)cccc2. The result is 0 (inactive). (4) The compound is S(c1n(CC2OCCC2)c(nn1)c1ccncc1)CC(=O)Nc1ccc(OCC)cc1. The result is 0 (inactive). (5) The molecule is S(=O)(=O)(c1ccc(cc1)C)c1nc(oc1SC)c1ccccc1. The result is 0 (inactive). (6) The compound is S(c1n(N)c(nn1)c1occc1)C\C=C\c1ccccc1. The result is 0 (inactive). (7) The compound is O1CCN(CCCN(C(=O)NC2CCCCC2)Cc2cc3c([nH]c2=O)cc(c(c3)C)C)CC1. The result is 0 (inactive). (8) The molecule is s1c(ccc1C)C(OCC(=O)NCc1cc2OCOc2cc1)=O. The result is 0 (inactive). (9) The result is 0 (inactive). The molecule is S(c1n(c2c(n(c(=O)n(c2=O)C)C)n1)CCC)CC(=O)c1cc2OCCOc2cc1. (10) The drug is S(c1n(c(nn1)c1ncccc1)CC=C)CC(=O)Nc1c(OC)cccc1. The result is 0 (inactive).